From a dataset of Drug-target binding data from BindingDB using IC50 measurements. Regression. Given a target protein amino acid sequence and a drug SMILES string, predict the binding affinity score between them. We predict pIC50 (pIC50 = -log10(IC50 in M); higher means more potent). Dataset: bindingdb_ic50. The compound is CCCCCCCCCC(=O)C(O)c1ccc(C)c(C)c1. The target protein (Q9KM66) has sequence MIVSMDVIKRVYQYAEPNLSLVGWMGMLGFPAYYFIWEYWFPQSYENLGLRCAAAVLFGGLVFRDSMPKKWQRYMPGYFLFTIGFCLPFFFAFMMLMNDWSTIWAMSFMASIFLHILLVHDTRVMALQALFSVLVAYLAVYGLTDFHPTTLIEWQYIPIFLFTYVFGNLCFFRNQISHETKVSIAKTFGAGIAHEMRNPLSALKTSIDVVRTMIPKPQTAAHTDYSLDAQELDLLHQILNEADDVIYSGNNAIDLLLTSIDENRVSPASFKKHSVVDVIEKAVKTFPYKNAADQHSVELEVHQPFDFFGSDTLLTYALFNLLKNAFYYQKEHFSVCISIEQTSEHNLIRVRDNGVGIAPEMLEDIFRDFYTFGKNGSYGLGLPFCRKVMSAFGGTIRCASQQGQWTEFVLSFPRYDSDTVNEIKTELLKTKSLIYIGSNQAIVRELNQLAVEDEFGFTAISAQQAVRRQDYEFEFDLILLDLDDATAQGELLPKLEGTLS.... The pIC50 is 3.3.